This data is from Peptide-MHC class I binding affinity with 185,985 pairs from IEDB/IMGT. The task is: Regression. Given a peptide amino acid sequence and an MHC pseudo amino acid sequence, predict their binding affinity value. This is MHC class I binding data. (1) The peptide sequence is FTILCLVPAY. The MHC is HLA-A24:02 with pseudo-sequence HLA-A24:02. The binding affinity (normalized) is 0. (2) The peptide sequence is WLGARFLEF. The MHC is HLA-A30:01 with pseudo-sequence HLA-A30:01. The binding affinity (normalized) is 0.0847.